Dataset: Full USPTO retrosynthesis dataset with 1.9M reactions from patents (1976-2016). Task: Predict the reactants needed to synthesize the given product. (1) Given the product [F:9][C:4]1[CH:5]=[CH:6][CH:7]=[CH:8][C:3]=1[CH2:2][N:13]1[CH2:12][CH2:11][N:10]([C:16]([O:18][C:19]([CH3:22])([CH3:21])[CH3:20])=[O:17])[CH2:15][CH2:14]1, predict the reactants needed to synthesize it. The reactants are: Br[CH2:2][C:3]1[CH:8]=[CH:7][CH:6]=[CH:5][C:4]=1[F:9].[N:10]1([C:16]([O:18][C:19]([CH3:22])([CH3:21])[CH3:20])=[O:17])[CH2:15][CH2:14][NH:13][CH2:12][CH2:11]1. (2) The reactants are: [Br:1][C:2]1[CH:3]=[C:4]([CH:8]=[C:9]([OH:11])[CH:10]=1)[C:5]([OH:7])=[O:6].[C:12](Cl)(C)=O. Given the product [Br:1][C:2]1[CH:3]=[C:4]([CH:8]=[C:9]([OH:11])[CH:10]=1)[C:5]([O:7][CH3:12])=[O:6], predict the reactants needed to synthesize it. (3) Given the product [NH:8]1[CH2:9][CH2:10][CH:11]([N:14]2[CH:18]=[N:17][NH:16][C:15]2=[O:19])[CH2:12][CH2:13]1, predict the reactants needed to synthesize it. The reactants are: C1(C[N:8]2[CH2:13][CH2:12][CH:11]([N:14]3[CH:18]=[N:17][NH:16][C:15]3=[O:19])[CH2:10][CH2:9]2)C=CC=CC=1.Cl.Cl.ClC1C=C(Cl)C=CC=1CCC(NC1C(Cl)=CC=C2C=1C=CC(N1CCNCC1)=N2)=O.C1CC=CCC=1.C(O)C. (4) Given the product [ClH:36].[C:28]1([CH:12]2[O:13][C:14]3([CH2:15][CH2:16][NH:17][CH2:18][CH2:19]3)[CH2:27][NH:10][C:11]2=[O:34])[CH:29]=[CH:30][CH:31]=[CH:32][CH:33]=1, predict the reactants needed to synthesize it. The reactants are: COC1C=CC(C[N:10]2[CH2:27][C:14]3([CH2:19][CH2:18][N:17](C(OC(C)(C)C)=O)[CH2:16][CH2:15]3)[O:13][CH:12]([C:28]3[CH:33]=[CH:32][CH:31]=[CH:30][CH:29]=3)[C:11]2=[O:34])=CC=1.O.[ClH:36]. (5) Given the product [Cl:1][C:2]1[CH:7]=[C:6]([C:8]2[N:12]([C:13]3[CH:18]=[CH:17][CH:16]=[C:15]([P:21]([CH3:22])([CH3:20])=[O:23])[CH:14]=3)[N:11]=[CH:10][CH:9]=2)[CH:5]=[CH:4][N:3]=1, predict the reactants needed to synthesize it. The reactants are: [Cl:1][C:2]1[CH:7]=[C:6]([C:8]2[N:12]([C:13]3[CH:18]=[CH:17][CH:16]=[C:15](Br)[CH:14]=3)[N:11]=[CH:10][CH:9]=2)[CH:5]=[CH:4][N:3]=1.[CH3:20][PH:21](=[O:23])[CH3:22].CC(C1C=C(C(C)C)C(C2C=CC=CC=2P(C2CCCCC2)C2CCCCC2)=C(C(C)C)C=1)C.[O-]P([O-])([O-])=O.[K+].[K+].[K+]. (6) Given the product [Br:1][C:2]1[C:3](=[O:29])[N:4]([C:19]2[CH:20]=[C:21]([C:22]([N:33]3[CH2:34][CH2:35][N:31]([CH3:43])[CH2:51][CH2:50]3)=[O:23])[CH:25]=[CH:26][C:27]=2[F:28])[C:5]([CH3:18])=[CH:6][C:7]=1[O:8][CH2:9][C:10]1[CH:15]=[CH:14][C:13]([F:16])=[CH:12][C:11]=1[F:17], predict the reactants needed to synthesize it. The reactants are: [Br:1][C:2]1[C:3](=[O:29])[N:4]([C:19]2[CH:20]=[C:21]([CH:25]=[CH:26][C:27]=2[F:28])[C:22](O)=[O:23])[C:5]([CH3:18])=[CH:6][C:7]=1[O:8][CH2:9][C:10]1[CH:15]=[CH:14][C:13]([F:16])=[CH:12][C:11]=1[F:17].O[N:31]1[C:35]2C=CC=C[C:34]=2[N:33]=N1.N=C=N.[CH3:43]N.CN=C=O.O1CC[CH2:51][CH2:50]1. (7) The reactants are: I[C:2]1[CH:3]=[C:4]([CH2:13][OH:14])[CH:5]=[C:6]2[C:11]=1[N:10]=[CH:9][C:8]([CH3:12])=[CH:7]2.[CH3:15][N:16](C=O)C. Given the product [OH:14][CH2:13][C:4]1[CH:5]=[C:6]2[C:11](=[C:2]([C:15]#[N:16])[CH:3]=1)[N:10]=[CH:9][C:8]([CH3:12])=[CH:7]2, predict the reactants needed to synthesize it. (8) The reactants are: [NH2:1][C:2]1[CH:3]=[C:4]([NH:9][C:10](=[O:18])[C:11]2[CH:16]=[CH:15][C:14]([Cl:17])=[N:13][CH:12]=2)[CH:5]=[CH:6][C:7]=1[Cl:8].[F:19][C:20]1[CH:21]=[C:22]([CH:26]=[CH:27][CH:28]=1)[C:23](O)=[O:24]. Given the product [Cl:17][C:14]1[CH:15]=[CH:16][C:11]([C:10]([NH:9][C:4]2[CH:5]=[CH:6][C:7]([Cl:8])=[C:2]([NH:1][C:23](=[O:24])[C:22]3[CH:26]=[CH:27][CH:28]=[C:20]([F:19])[CH:21]=3)[CH:3]=2)=[O:18])=[CH:12][N:13]=1, predict the reactants needed to synthesize it. (9) Given the product [N:1]1([C:14]2[C:15]([O:20][CH2:21][CH2:22][O:23][C:24]3[CH:29]=[CH:28][CH:27]=[C:26]([Br:30])[CH:25]=3)=[N:16][CH:17]=[CH:18][N:19]=2)[CH2:6][CH2:5][NH:4][CH2:3][CH2:2]1, predict the reactants needed to synthesize it. The reactants are: [NH:1]1[CH2:6][CH2:5][NH:4][CH2:3][CH2:2]1.C([O-])([O-])=O.[K+].[K+].Cl[C:14]1[C:15]([O:20][CH2:21][CH2:22][O:23][C:24]2[CH:29]=[CH:28][CH:27]=[C:26]([Br:30])[CH:25]=2)=[N:16][CH:17]=[CH:18][N:19]=1. (10) Given the product [Cl:1][C:2]1[C:10]([O:11][CH3:12])=[C:9]([O:13][CH3:14])[CH:8]=[C:4]2[C:3]=1[CH:15]=[C:16]([NH:18][C:19]1[CH:23]=[C:22]([CH3:24])[NH:21][N:20]=1)[N:17]=[C:5]2[OH:6], predict the reactants needed to synthesize it. The reactants are: [Cl:1][C:2]1[C:3]([CH2:15][C:16]#[N:17])=[C:4]([CH:8]=[C:9]([O:13][CH3:14])[C:10]=1[O:11][CH3:12])[C:5](O)=[O:6].[NH2:18][C:19]1[CH:23]=[C:22]([CH3:24])[NH:21][N:20]=1.